Dataset: Reaction yield outcomes from USPTO patents with 853,638 reactions. Task: Predict the reaction yield, written as a fraction of the theoretical maximum amount of product (1.0 means a 100% yield; for example, 0.34 means a 34% yield). The reactants are C([Li])CCC.Br[C:7]1[CH:8]=[N:9][CH:10]=[CH:11][CH:12]=1.[CH:13]([CH:15]1[CH2:20][CH2:19][O:18][CH2:17][CH2:16]1)=[O:14].[Cl-].[NH4+]. The catalyst is CCCCCC.C1(C)C=CC=CC=1.C(OCC)(=O)C.O1CCCC1. The product is [OH:14][CH:13]([CH:15]1[CH2:20][CH2:19][O:18][CH2:17][CH2:16]1)[C:7]1[CH:8]=[N:9][CH:10]=[CH:11][CH:12]=1. The yield is 0.880.